Dataset: Catalyst prediction with 721,799 reactions and 888 catalyst types from USPTO. Task: Predict which catalyst facilitates the given reaction. (1) Product: [F:18][C:16]1[CH:17]=[C:9]([O:8][C:4]2[CH:5]=[N:6][CH:7]=[C:2]([NH:1][S:31]([CH:28]([CH3:30])[CH3:29])(=[O:33])=[O:32])[CH:3]=2)[C:10]([C:11]([NH2:13])=[O:12])=[C:14]([NH:19][C:20]2[CH:25]=[CH:24][C:23]([I:26])=[CH:22][C:21]=2[F:27])[CH:15]=1. The catalyst class is: 300. Reactant: [NH2:1][C:2]1[CH:3]=[C:4]([O:8][C:9]2[CH:17]=[C:16]([F:18])[CH:15]=[C:14]([NH:19][C:20]3[CH:25]=[CH:24][C:23]([I:26])=[CH:22][C:21]=3[F:27])[C:10]=2[C:11]([NH2:13])=[O:12])[CH:5]=[N:6][CH:7]=1.[CH:28]([S:31](Cl)(=[O:33])=[O:32])([CH3:30])[CH3:29].S(Cl)(Cl)(=O)=O. (2) Reactant: [C:1]([O:5][C:6]([NH:8][C@H:9]([C:13]([OH:15])=O)[CH:10]([CH3:12])[CH3:11])=[O:7])([CH3:4])([CH3:3])[CH3:2].C(N1C=CN=C1)(N1C=CN=C1)=O.[CH2:28]([NH2:32])[CH:29]([CH3:31])[CH3:30]. Product: [C:1]([O:5][C:6]([NH:8][C@H:9]([C:13]([NH:32][CH2:28][CH:29]([CH3:31])[CH3:30])=[O:15])[CH:10]([CH3:11])[CH3:12])=[O:7])([CH3:2])([CH3:3])[CH3:4]. The catalyst class is: 1. (3) Reactant: [H-].[Na+].[CH3:3][CH:4]([CH:6]([OH:10])[CH:7]([CH3:9])[CH3:8])[CH3:5].Cl[C:12]1[CH:17]=[C:16](Cl)[N:15]=[CH:14][N:13]=1.[CH2:19]([OH:23])[C:20]#[C:21][CH3:22].[Cl-].[NH4+]. Product: [CH2:19]([O:23][C:12]1[CH:17]=[C:16]([O:10][CH:6]([CH:7]([CH3:9])[CH3:8])[CH:4]([CH3:5])[CH3:3])[N:15]=[CH:14][N:13]=1)[C:20]#[C:21][CH3:22]. The catalyst class is: 7. (4) Reactant: C([N:8]1[CH2:16][CH:15]2[CH:10]([C:11](=[O:29])[N:12]([C:17]3[CH:22]=[CH:21][C:20]([O:23][CH2:24][C:25]([F:28])([F:27])[F:26])=[CH:19][CH:18]=3)[CH2:13][CH2:14]2)[CH2:9]1)C1C=CC=CC=1.[CH3:42][C:41]([O:40][C:38](O[C:38]([O:40][C:41]([CH3:44])([CH3:43])[CH3:42])=[O:39])=[O:39])([CH3:44])[CH3:43]. Product: [C:41]([O:40][C:38]([N:8]1[CH2:16][CH:15]2[CH:10]([C:11](=[O:29])[N:12]([C:17]3[CH:22]=[CH:21][C:20]([O:23][CH2:24][C:25]([F:28])([F:27])[F:26])=[CH:19][CH:18]=3)[CH2:13][CH2:14]2)[CH2:9]1)=[O:39])([CH3:42])([CH3:43])[CH3:44]. The catalyst class is: 19. (5) The catalyst class is: 60. Product: [CH2:19]([N:21]([CH2:22][CH3:23])[C:13]1[CH:14]=[CH:15][C:10]([C:9]([NH:8][C:5]2[CH:6]=[CH:7][C:2]([F:1])=[CH:3][CH:4]=2)=[O:17])=[CH:11][N:12]=1)[CH3:20]. Reactant: [F:1][C:2]1[CH:7]=[CH:6][C:5]([NH:8][C:9](=[O:17])[C:10]2[CH:15]=[CH:14][C:13](I)=[N:12][CH:11]=2)=[CH:4][CH:3]=1.Cl.[CH2:19]([NH:21][CH2:22][CH3:23])[CH3:20].C(=O)([O-])[O-].[K+].[K+].C(=O)(O)[O-].[Na+]. (6) Reactant: [NH2:1][C:2]1[CH:3]=[N:4][CH:5]=[CH:6][C:7]=1[C@@H:8]1[O:13][C@H:12]([CH2:14]O)[C@@H:11]([O:16][Si:17]([CH:24]([CH3:26])[CH3:25])([CH:21]([CH3:23])[CH3:22])[CH:18]([CH3:20])[CH3:19])[C@H:10]([O:27][Si:28]([CH:35]([CH3:37])[CH3:36])([CH:32]([CH3:34])[CH3:33])[CH:29]([CH3:31])[CH3:30])[CH2:9]1.N1C=CN=C1.C1(P(C2C=CC=CC=2)C2C=CC=CC=2)C=CC=CC=1.[I:62]I. Product: [I:62][CH2:14][C@H:12]1[O:13][C@@H:8]([C:7]2[CH:6]=[CH:5][N:4]=[CH:3][C:2]=2[NH2:1])[CH2:9][C@@H:10]([O:27][Si:28]([CH:35]([CH3:37])[CH3:36])([CH:32]([CH3:34])[CH3:33])[CH:29]([CH3:31])[CH3:30])[C@@H:11]1[O:16][Si:17]([CH:24]([CH3:26])[CH3:25])([CH:21]([CH3:23])[CH3:22])[CH:18]([CH3:20])[CH3:19]. The catalyst class is: 48. (7) Reactant: C(O)(C(F)(F)F)=O.[Br:8][C:9]1[CH:14]=[C:13]([CH3:15])[C:12]([CH2:16]/[CH:17]=[CH:18]/[C:19]([O:21]C(C)(C)C)=[O:20])=[C:11]([CH3:26])[CH:10]=1. Product: [Br:8][C:9]1[CH:10]=[C:11]([CH3:26])[C:12]([CH2:16]/[CH:17]=[CH:18]/[C:19]([OH:21])=[O:20])=[C:13]([CH3:15])[CH:14]=1. The catalyst class is: 2.